This data is from Full USPTO retrosynthesis dataset with 1.9M reactions from patents (1976-2016). The task is: Predict the reactants needed to synthesize the given product. Given the product [C:21]([O:23][CH2:24][CH3:25])(=[O:22])[CH3:20].[CH3:4][CH2:3][CH2:2][CH2:7][CH2:6][CH3:5], predict the reactants needed to synthesize it. The reactants are: F[C:2]1[CH:3]=[C:4](C[CH2:20][C:21]([O:23][CH2:24][CH3:25])=[O:22])[CH:5]=[CH:6][C:7]=1OCC1C(C)=CC(C)=CC=1C.[OH-].[Na+].Cl.